From a dataset of Reaction yield outcomes from USPTO patents with 853,638 reactions. Predict the reaction yield, written as a fraction of the theoretical maximum amount of product (1.0 means a 100% yield; for example, 0.34 means a 34% yield). The reactants are [C:1]([O:5][C:6]([N:8]1[CH2:13][CH2:12][NH:11][C@@H:10]([C:14]([OH:16])=[O:15])[CH2:9]1)=[O:7])([CH3:4])([CH3:3])[CH3:2].[CH:17]1([CH:22]=O)[CH2:21][CH2:20][CH2:19][CH2:18]1.C(O)(=O)C.[BH-](OC(C)=O)(OC(C)=O)OC(C)=O.[Na+]. The catalyst is C1COCC1. The product is [C:1]([O:5][C:6]([N:8]1[CH2:13][CH2:12][N:11]([CH2:22][CH:17]2[CH2:21][CH2:20][CH2:19][CH2:18]2)[C@@H:10]([C:14]([OH:16])=[O:15])[CH2:9]1)=[O:7])([CH3:4])([CH3:2])[CH3:3]. The yield is 0.974.